From a dataset of Catalyst prediction with 721,799 reactions and 888 catalyst types from USPTO. Predict which catalyst facilitates the given reaction. (1) Reactant: Cl.[CH2:2]([NH:4][CH2:5][CH3:6])[CH3:3].[C:7]([C:9]1[CH:35]=[CH:34][C:12]([C:13]([NH:15][C:16]2[CH:17]=[CH:18][C:19]([CH3:33])=[C:20]([NH:22][C:23](=[O:32])[C:24]3[CH:29]=[CH:28][C:27]([CH2:30]Cl)=[CH:26][CH:25]=3)[CH:21]=2)=[O:14])=[CH:11][CH:10]=1)#[N:8].C(=O)([O-])[O-].[K+].[K+]. Product: [C:7]([C:9]1[CH:35]=[CH:34][C:12]([C:13]([NH:15][C:16]2[CH:17]=[CH:18][C:19]([CH3:33])=[C:20]([NH:22][C:23](=[O:32])[C:24]3[CH:29]=[CH:28][C:27]([CH2:30][N:4]([CH2:5][CH3:6])[CH2:2][CH3:3])=[CH:26][CH:25]=3)[CH:21]=2)=[O:14])=[CH:11][CH:10]=1)#[N:8]. The catalyst class is: 21. (2) Reactant: [O:1]1[CH:5]=[CH:4][CH:3]=[C:2]1[S:6](Cl)(=[O:8])=[O:7].[NH2:10][C@H:11]([CH2:16][OH:17])[C@H:12]([CH2:14][CH3:15])[CH3:13].C(N(CC)CC)C.CCOC(C)=O.CCCCCC. Product: [OH:17][CH2:16][C@@H:11]([NH:10][S:6]([C:2]1[O:1][CH:5]=[CH:4][CH:3]=1)(=[O:8])=[O:7])[C@@H:12]([CH3:13])[CH2:14][CH3:15]. The catalyst class is: 2. (3) Reactant: [CH3:1][C:2]1[CH:3]=[CH:4][CH:5]=[CH:6][C:7]=1[CH3:8].C[O-:10].[K+].[C:12](#[N:22])[CH2:13][CH2:14][CH2:15]CCCCCC.Cl. Product: [C:14]([CH:13]([CH2:8][CH2:7][CH2:6][CH2:5][CH2:4][CH2:3][CH2:2][CH3:1])[C:12]#[N:22])(=[O:10])[CH3:15]. The catalyst class is: 69. (4) Reactant: Cl.[CH:2]1([NH:7][C:8]([NH2:10])=[NH:9])[CH2:6][CH2:5][CH2:4][CH2:3]1.[O-]CC.[Na+].[Cl:15][C:16]1[N:21]2[N:22]=[C:23]([C:31]3[CH:36]=[CH:35][CH:34]=[C:33]([CH3:37])[CH:32]=3)[C:24]([C:25](=O)/[C:26](/[CH3:29])=[CH:27]/[CH3:28])=[C:20]2[CH:19]=[CH:18][CH:17]=1. Product: [Cl:15][C:16]1[N:21]2[N:22]=[C:23]([C:31]3[CH:36]=[CH:35][CH:34]=[C:33]([CH3:37])[CH:32]=3)[C:24]([C:25]3[C:26]([CH3:29])=[C:27]([CH3:28])[N:10]=[C:8]([NH:7][CH:2]4[CH2:6][CH2:5][CH2:4][CH2:3]4)[N:9]=3)=[C:20]2[CH:19]=[CH:18][CH:17]=1. The catalyst class is: 29. (5) Reactant: Br[C:2]1[C:3]([CH3:24])=[C:4]([N:9]([C:17]([O:19][C:20]([CH3:23])([CH3:22])[CH3:21])=[O:18])[C:10](=[O:16])[O:11][C:12]([CH3:15])([CH3:14])[CH3:13])[C:5]([F:8])=[CH:6][CH:7]=1.CC([O-])=O.[K+].[B:30]1([B:30]2[O:34][C:33]([CH3:36])([CH3:35])[C:32]([CH3:38])([CH3:37])[O:31]2)[O:34][C:33]([CH3:36])([CH3:35])[C:32]([CH3:38])([CH3:37])[O:31]1.O. Product: [C:12]([O:11][C:10]([N:9]([C:4]1[C:5]([F:8])=[CH:6][CH:7]=[C:2]([B:30]2[O:34][C:33]([CH3:36])([CH3:35])[C:32]([CH3:38])([CH3:37])[O:31]2)[C:3]=1[CH3:24])[C:17](=[O:18])[O:19][C:20]([CH3:23])([CH3:22])[CH3:21])=[O:16])([CH3:15])([CH3:14])[CH3:13]. The catalyst class is: 418. (6) Reactant: [Br:1][CH2:2][C:3]([C:5]1[CH:10]=[CH:9][C:8]([Br:11])=[CH:7][CH:6]=1)=O.[NH2:12][C:13]1[N:18]=[CH:17][C:16]([C:19]#[N:20])=[CH:15][CH:14]=1. Product: [BrH:1].[Br:11][C:8]1[CH:9]=[CH:10][C:5]([C:3]2[N:12]=[C:13]3[CH:14]=[CH:15][C:16]([C:19]#[N:20])=[CH:17][N:18]3[CH:2]=2)=[CH:6][CH:7]=1. The catalyst class is: 8. (7) The catalyst class is: 280. Reactant: C([Li])CCC.[Br:6][C:7]1[CH:12]=[CH:11][C:10](Br)=[CH:9][N:8]=1.[CH3:14][S:15]SC.Cl. Product: [Br:6][C:7]1[CH:12]=[CH:11][C:10]([S:15][CH3:14])=[CH:9][N:8]=1. (8) Reactant: [CH3:1][C:2]1[CH:7]=[CH:6][C:5]([CH3:8])=[CH:4][C:3]=1[CH2:9][C:10]([N:12]1[CH2:17][CH2:16][CH:15]([C:18]([OH:20])=O)[CH2:14][CH2:13]1)=[O:11].Cl.CN(C)CCCN=C=NCC.CN1CCOCC1.Cl.[CH3:41][O:42][C:43](=[O:48])[CH:44]([CH2:46][OH:47])[NH2:45]. Product: [CH3:41][O:42][C:43](=[O:48])[CH:44]([CH2:46][OH:47])[NH:45][C:18]([CH:15]1[CH2:14][CH2:13][N:12]([C:10](=[O:11])[CH2:9][C:3]2[CH:4]=[C:5]([CH3:8])[CH:6]=[CH:7][C:2]=2[CH3:1])[CH2:17][CH2:16]1)=[O:20]. The catalyst class is: 4. (9) Reactant: O[C:2]1([C:11](=[O:20])[C:12]2[CH:17]=[CH:16][C:15]([O:18][CH3:19])=[CH:14][CH:13]=2)[CH2:7][CH2:6][CH2:5][CH2:4][CH:3]1[C:8]([OH:10])=[O:9].[Br:21]Br.[C:23]([O:26]C(=O)C)(=O)[CH3:24]. Product: [C:23]([O:20][C:11]1([C:12]2[CH:17]=[CH:16][C:15]([O:18][CH3:19])=[CH:14][CH:13]=2)[C:2]2([Br:21])[CH:3]([CH2:4][CH2:5][CH2:6][CH2:7]2)[C:8](=[O:10])[O:9]1)(=[O:26])[CH3:24]. The catalyst class is: 15.